Dataset: Experimentally validated miRNA-target interactions with 360,000+ pairs, plus equal number of negative samples. Task: Binary Classification. Given a miRNA mature sequence and a target amino acid sequence, predict their likelihood of interaction. (1) The protein sequence of the target gene is MLRAIAEERGRLSLRREVCGLGCFKDDRIVFWTWMFSTYFMEKWAPRQDDMLFYVRRKLAYSGSESGADGRKAAEPEVEVEVYRRDSKKLPGLGDPDIDWEESVCLNLILQKLDYMVTCAVCTRADGGDIHIHKKKSQQVFASPSKHPMDSKGEESKISYPNIFFMIDSFEEVFSDMTVGEGEMVCVELVASDKTNTFQGVIFQGSIRYEALKKVYDNRVSVAARMAQKMSFGFYKYSNMEFVRMKGPQGKGHAEMAVSRVSTGDTSPCGTEEDSSPASPMHERVTSFSTPPTPERNNRP.... The miRNA is hsa-miR-6865-5p with sequence UAGGUGGCAGAGGAGGGACUUCA. Result: 1 (interaction). (2) Result: 1 (interaction). The protein sequence of the target gene is MLRFIQKFSQASSKILKYSFPVGLRTSRTDILSLKMSLQQNFSPCPRPWLSSSFPAYMSKTQCYHTSPCSFKKQQKQALLARPSSTITYLTDSPKPALCVTLAGLIPFVAPPLVMLMTKTYIPILAFTQMAYGASFLSFLGGIRWGFALPEGSPAKPDYLNLASSAAPLFFSWFAFLISERLSEAIVTVIMGMGVAFHLELFLLPHYPNWFKALRIVVTLLATFSFIITLVVKSSFPEKGHKRPGQV. The miRNA is hsa-miR-377-3p with sequence AUCACACAAAGGCAACUUUUGU. (3) The miRNA is mmu-miR-1a-3p with sequence UGGAAUGUAAAGAAGUAUGUAU. The protein sequence of the target gene is MSRARSHLRAALFLAAASARGITTQVAARRGLSAWPVPQEPSMEYQDAVRMLNTLQTNAGYLEQVKRQRGDPQTQLEAMELYLARSGLQVEDLDRLNIIHVTGTKGKGSTCAFTECILRSYGLKTGFFSSPHLVQVRERIRINGQPISPELFTKYFWRLYHRLEETKDGSCVSMPPYFRFLTLMAFHVFLQEKVDLAVVEVGIGGAYDCTNIIRKPVVCGVSSLGIDHTSLLGDTVEKIAWQKGGIFKQGVPAFTVLQPEGPLAVLRDRAQQISCPLYLCPMLEALEEGGPPLTLGLEGE.... Result: 0 (no interaction).